Predict the product of the given reaction. From a dataset of Forward reaction prediction with 1.9M reactions from USPTO patents (1976-2016). Given the reactants C1N=CN([C:6]([N:8]2[CH:12]=[N:11][CH:10]=[CH:9]2)=[O:7])C=1.[CH3:13][N:14](C=O)C.[C:18]([NH2:27])([C:21]1[CH:26]=[CH:25][CH:24]=[CH:23][CH:22]=1)([CH3:20])[CH3:19].CC[N:30]([CH2:33][CH3:34])CC.C[CH2:36][OH:37], predict the reaction product. The product is: [OH:7][C:6]1[C:34]([C:36]([NH:27][C:18]([CH3:20])([C:21]2[CH:26]=[CH:25][CH:24]=[CH:23][CH:22]=2)[CH3:19])=[O:37])=[CH:33][N:30]=[C:12]([N:11]2[CH:10]=[CH:9][CH:13]=[N:14]2)[N:8]=1.